This data is from Reaction yield outcomes from USPTO patents with 853,638 reactions. The task is: Predict the reaction yield, written as a fraction of the theoretical maximum amount of product (1.0 means a 100% yield; for example, 0.34 means a 34% yield). (1) The reactants are [C:1]([O:4][CH:5]1[C:10]([O:13][CH3:14])([O:11][CH3:12])[CH2:9][CH2:8][N:7]([C:15]([O:17][C:18]([CH3:21])([CH3:20])[CH3:19])=[O:16])[CH2:6]1)(=O)[CH3:2].O1CCC[CH2:23]1.N1C=CC=CC=1.[OH-].[Na+]. The catalyst is C1(C)C=CC=CC=1.[CH3-].C[Al]C.[CH-]1C=CC=C1.[CH-]1C=CC=C1.[Cl-].[Ti+4].ClCCl. The product is [CH:1]([O:4][CH:5]1[C:10]([O:13][CH3:14])([O:11][CH3:12])[CH2:9][CH2:8][N:7]([C:15]([O:17][C:18]([CH3:21])([CH3:20])[CH3:19])=[O:16])[CH2:6]1)([CH3:23])[CH3:2]. The yield is 0.470. (2) The reactants are [CH3:1][O:2][C:3]1[CH:8]=[C:7]([O:9][C:10]2[CH:11]=[CH:12][C:13]([N+:18]([O-])=O)=[C:14]([CH:17]=2)[NH:15][CH3:16])[CH:6]=[CH:5][N:4]=1.[Cl-].[NH4+].C(O)C. The catalyst is [Fe].O. The product is [CH3:1][O:2][C:3]1[CH:8]=[C:7]([O:9][C:10]2[CH:17]=[C:14]([NH:15][CH3:16])[C:13]([NH2:18])=[CH:12][CH:11]=2)[CH:6]=[CH:5][N:4]=1. The yield is 0.990. (3) The reactants are [NH2:1][C:2]1([C:19]2[CH:24]=[N:23][CH:22]=[CH:21][N:20]=2)[CH2:6][N:5]([C:7]2[N:12]=[C:11]([O:13][CH3:14])[C:10]([F:15])=[C:9]([CH3:16])[N:8]=2)[CH2:4][CH:3]1[CH2:17][OH:18].[C:25]([N:33]=[C:34]=[S:35])(=[O:32])[C:26]1[CH:31]=[CH:30][CH:29]=[CH:28][CH:27]=1. The catalyst is O1CCCC1. The product is [F:15][C:10]1[C:11]([O:13][CH3:14])=[N:12][C:7]([N:5]2[CH2:4][CH:3]([CH2:17][OH:18])[C:2]([NH:1][C:34]([NH:33][C:25](=[O:32])[C:26]3[CH:27]=[CH:28][CH:29]=[CH:30][CH:31]=3)=[S:35])([C:19]3[CH:24]=[N:23][CH:22]=[CH:21][N:20]=3)[CH2:6]2)=[N:8][C:9]=1[CH3:16]. The yield is 0.950. (4) The catalyst is [Pd].C(O)C. The product is [OH:14][CH:9]1[CH2:10][CH2:11][CH2:12][CH2:13][CH:8]1[NH:7][S:4]([CH:2]([CH3:3])[CH3:1])(=[O:6])=[O:5]. The yield is 0.840. The reactants are [CH3:1][CH:2]([S:4]([NH:7][CH:8]1[CH2:13][CH2:12][CH2:11][CH2:10][CH:9]1[O:14]CC1C=CC=CC=1)(=[O:6])=[O:5])[CH3:3].